From a dataset of Full USPTO retrosynthesis dataset with 1.9M reactions from patents (1976-2016). Predict the reactants needed to synthesize the given product. (1) The reactants are: [Cl:1][C:2]1[CH:3]=[CH:4][C:5]([O:19]CC2C=CC=CC=2)=[C:6]([CH2:8][C:9]2[S:10][CH:11]=[C:12]([C:14]([O:16]CC)=[O:15])[N:13]=2)[CH:7]=1.C[S-].[Na+].O. Given the product [Cl:1][C:2]1[CH:3]=[CH:4][C:5]([OH:19])=[C:6]([CH2:8][C:9]2[S:10][CH:11]=[C:12]([C:14]([OH:16])=[O:15])[N:13]=2)[CH:7]=1, predict the reactants needed to synthesize it. (2) The reactants are: [C:1]1([C@H:7]2[C@H:11]([NH:12]C(=O)C(F)(F)F)[CH2:10][N:9]([C:19]([O:21][C:22]([CH3:25])([CH3:24])[CH3:23])=[O:20])[CH2:8]2)[CH:6]=[CH:5][CH:4]=[CH:3][CH:2]=1.[OH-].[Na+]. Given the product [NH2:12][C@H:11]1[C@H:7]([C:1]2[CH:6]=[CH:5][CH:4]=[CH:3][CH:2]=2)[CH2:8][N:9]([C:19]([O:21][C:22]([CH3:25])([CH3:24])[CH3:23])=[O:20])[CH2:10]1, predict the reactants needed to synthesize it.